From a dataset of Peptide-MHC class I binding affinity with 185,985 pairs from IEDB/IMGT. Regression. Given a peptide amino acid sequence and an MHC pseudo amino acid sequence, predict their binding affinity value. This is MHC class I binding data. (1) The peptide sequence is QPGGSLRLSCA. The MHC is HLA-B51:01 with pseudo-sequence HLA-B51:01. The binding affinity (normalized) is 0.0502. (2) The peptide sequence is NPKLRNCRI. The MHC is HLA-A02:06 with pseudo-sequence HLA-A02:06. The binding affinity (normalized) is 0.393. (3) The peptide sequence is ILIYNGWYA. The MHC is HLA-A01:01 with pseudo-sequence HLA-A01:01. The binding affinity (normalized) is 0. (4) The binding affinity (normalized) is 0.0847. The peptide sequence is GEGSGARLL. The MHC is HLA-B18:01 with pseudo-sequence HLA-B18:01. (5) The peptide sequence is LPADPASVL. The MHC is HLA-A03:01 with pseudo-sequence HLA-A03:01. The binding affinity (normalized) is 0.0847. (6) The peptide sequence is QLNSMAHWI. The MHC is H-2-Kd with pseudo-sequence H-2-Kd. The binding affinity (normalized) is 0.269. (7) The peptide sequence is IVTDLENRL. The MHC is HLA-A02:02 with pseudo-sequence HLA-A02:02. The binding affinity (normalized) is 0.342.